Predict the reactants needed to synthesize the given product. From a dataset of Full USPTO retrosynthesis dataset with 1.9M reactions from patents (1976-2016). The reactants are: [F:1][C:2]([F:20])([F:19])[C:3]1[CH:4]=[N:5][C:6]([NH:12][CH2:13][CH2:14][C:15]([F:18])([F:17])[F:16])=[C:7]([CH:11]=1)[C:8]([OH:10])=O.[CH3:21][C:22]([NH2:26])([C:24]#[CH:25])[CH3:23].CCN=C=NCCCN(C)C.CCN(C(C)C)C(C)C.C1C=CC2N(O)N=NC=2C=1. Given the product [CH3:21][C:22]([NH:26][C:8](=[O:10])[C:7]1[CH:11]=[C:3]([C:2]([F:1])([F:20])[F:19])[CH:4]=[N:5][C:6]=1[NH:12][CH2:13][CH2:14][C:15]([F:18])([F:17])[F:16])([C:24]#[CH:25])[CH3:23], predict the reactants needed to synthesize it.